The task is: Predict the reaction yield, written as a fraction of the theoretical maximum amount of product (1.0 means a 100% yield; for example, 0.34 means a 34% yield).. This data is from Reaction yield outcomes from USPTO patents with 853,638 reactions. (1) The reactants are C(=O)([O-])[O-].[K+].[K+].Cl.[NH:8]1[CH2:12][CH2:11][CH2:10][C@H:9]1[CH2:13][NH:14][C:15]([C:17]1[C:18]([Cl:26])=[N:19][C:20]([S:24][CH3:25])=[N:21][C:22]=1Cl)=[O:16]. The yield is 0.130. The product is [Cl:26][C:18]1[C:17]2[C:15](=[O:16])[NH:14][CH2:13][C@H:9]3[N:8]([CH2:12][CH2:11][CH2:10]3)[C:22]=2[N:21]=[C:20]([S:24][CH3:25])[N:19]=1. The catalyst is O1CCOCC1. (2) The reactants are [Cl:1][C:2]1[CH:7]=[CH:6][C:5]([C:8]2[N:16]=[C:15]3[C:11]([N:12]([CH3:17])[CH:13]=[N:14]3)=[C:10](OC)[N:9]=2)=[C:4]([F:20])[C:3]=1[O:21][CH3:22].Cl.[OH-].[Na+].CN(C=O)C.S(Cl)([Cl:33])=O. The catalyst is O.C(OCC)(=O)C. The product is [Cl:33][C:10]1[N:9]=[C:8]([C:5]2[CH:6]=[CH:7][C:2]([Cl:1])=[C:3]([O:21][CH3:22])[C:4]=2[F:20])[N:16]=[C:15]2[C:11]=1[N:12]([CH3:17])[CH:13]=[N:14]2. The yield is 0.490.